Task: Predict the product of the given reaction.. Dataset: Forward reaction prediction with 1.9M reactions from USPTO patents (1976-2016) (1) Given the reactants [Cl:1][C:2]1[CH:3]=[N:4][C:5]2[N:6]([N:8]=[C:9]([C:11]([OH:13])=O)[CH:10]=2)[CH:7]=1.[F:14][C:15]1[C:20]([C:21]2[N:22]=[C:23]3[CH:28]([CH3:29])[NH:27][CH2:26][CH2:25][N:24]3[CH:30]=2)=[CH:19][CH:18]=[CH:17][N:16]=1, predict the reaction product. The product is: [Cl:1][C:2]1[CH:3]=[N:4][C:5]2[N:6]([N:8]=[C:9]([C:11]([N:27]3[CH2:26][CH2:25][N:24]4[CH:30]=[C:21]([C:20]5[C:15]([F:14])=[N:16][CH:17]=[CH:18][CH:19]=5)[N:22]=[C:23]4[CH:28]3[CH3:29])=[O:13])[CH:10]=2)[CH:7]=1. (2) The product is: [CH3:11][CH:6]1[NH:5][C:3](=[O:4])[CH2:2][NH:12][C:7]1=[O:8]. Given the reactants Cl[CH2:2][C:3]([NH:5][CH:6]([CH3:11])[C:7](OC)=[O:8])=[O:4].[NH3:12], predict the reaction product. (3) Given the reactants C[Si](C)(C)[O-].[K+].[C:7]1([C:52]2[CH:57]=[CH:56][CH:55]=[CH:54][CH:53]=2)[CH:12]=[CH:11][C:10]([NH:13][C:14]([NH:16][C:17]2[CH:22]=[CH:21][CH:20]=[C:19]([CH2:23][O:24][CH2:25][CH2:26][O:27][CH2:28][CH2:29][CH2:30][CH2:31][CH2:32][CH2:33][N:34]3[CH2:38][C@@H:37]([C:39]4[CH:50]=[CH:49][C:42]5[O:43][C:44]([CH3:48])([CH3:47])[O:45][CH2:46][C:41]=5[CH:40]=4)[O:36]C3=O)[CH:18]=2)=[O:15])=[CH:9][CH:8]=1.P([O-])([O-])([O-])=O, predict the reaction product. The product is: [C:7]1([C:52]2[CH:53]=[CH:54][CH:55]=[CH:56][CH:57]=2)[CH:12]=[CH:11][C:10]([NH:13][C:14]([NH:16][C:17]2[CH:22]=[CH:21][CH:20]=[C:19]([CH2:23][O:24][CH2:25][CH2:26][O:27][CH2:28][CH2:29][CH2:30][CH2:31][CH2:32][CH2:33][NH:34][CH2:38][C@@H:37]([C:39]3[CH:50]=[CH:49][C:42]4[O:43][C:44]([CH3:47])([CH3:48])[O:45][CH2:46][C:41]=4[CH:40]=3)[OH:36])[CH:18]=2)=[O:15])=[CH:9][CH:8]=1.